From a dataset of Experimentally validated miRNA-target interactions with 360,000+ pairs, plus equal number of negative samples. Binary Classification. Given a miRNA mature sequence and a target amino acid sequence, predict their likelihood of interaction. (1) The miRNA is hsa-miR-4772-3p with sequence CCUGCAACUUUGCCUGAUCAGA. The protein sequence of the target gene is MDNRNTQMYTEEEKTVNPFLPSTPGPKKAKGGGEAVETHPAPGPLPPPEVRDIGERREPDRAQQQPQKPAVAAGTQSLGNFRQGFMKCLLEVEKMEASHRRASKARSQTAQKSPRTLTPVPTSAPSLPQTPASVPASGPSWARLPAPGPEPAPMGAPVPTSMPCPVLLGPALDLGWRRMELLHQSSERTLSYAKARQEPEEQSLQKLYQNREKSEEQLTLKQEEAFRSYFEIFNGPGEVDAQSLKNILLLMGFSVTLAQVEDALMSADVNGDGRVDFKDFLAVMTDTRRFFCSVEQNALS.... Result: 1 (interaction). (2) The miRNA is hsa-miR-623 with sequence AUCCCUUGCAGGGGCUGUUGGGU. The protein sequence of the target gene is MEKTCIDALPLTMNSSEKQETVCIFGTGDFGRSLGLKMLQCGYSVVFGSRNPQKTTLLPSGAEVLSYSEAAKKSGIIIIAIHREHYDFLTELTEVLNGKILVDISNNLKINQYPESNAEYLAHLVPGAHVVKAFNTISAWALQSGALDASRQVFVCGNDSKAKQRVMDIVRNLGLTPMDQGSLMAAKEIEKYPLQLFPMWRFPFYLSAVLCVFLFFYCVIRDVIYPYVYEKKDNTFRMAISIPNRIFPITALTLLALVYLPGVIAAILQLYRGTKYRRFPDWLDHWMLCRKQLGLVALGF.... Result: 1 (interaction). (3) The miRNA is hsa-miR-6866-5p with sequence UUAGAGGCUGGAAUAGAGAUUCU. The protein sequence of the target gene is MYQSLALAQSPGQGTYADSGAFLHSSGTGSPVFVAPTRMPSMLPYLPSCEPGSQAPALAAHSSWTQAVAADSSAFGSGSPHPPAAHPPGATTFPFAHSPPGSGSGGSAGVRDGGAFQGALLAREQYPTPLGRPMGASYPTTYPAYMSSDVAPSWTSGAFDSSILHGLQARPGGLPGRRTSFVPDFLEEFPGEGRECVNCGALSTPLWRRDGTGHYLCNACGLYHKMNGVNRPLVRPQKRLSSSRRSGLCCSNCHTATTTLWRRNSEGEPVCNACGLYMKLHGVPRPLAMKKESIQTRKRK.... Result: 0 (no interaction). (4) The miRNA is hsa-miR-6729-3p with sequence UCAUCCCCCUCGCCCUCUCAG. The protein sequence of the target gene is MTEMSEKENEPDDAATHSPPGTVSALQETKLQRFKRSLSLKTILRSKSLENFFLRSGSELKCPTEVLLTPPTPLPPPSPPPTASDRGLATPSPSPCPVPRPLAALKPVRLHSFQEHVFKRASPCELCHQLIVGNSKQGLRCKMCKVSVHLWCSEEISHQQCPGKTSTSFRRNFSSPLLVHEPPPVCATSKESPPTGDSGKVDPVYETLRYGTSLALMNRSSFSSTSESPTRSLSERDELTEDGEGSIRSSEEGPGDSASPVFTAPAESEGPGPEEKSPGQQLPKATLRKDVGPMYSYVAL.... Result: 1 (interaction). (5) The miRNA is mmu-miR-466f-5p with sequence UACGUGUGUGUGCAUGUGCAUG. The protein sequence of the target gene is MLSEQAVGLGTGWEPMNTQLDAAELQSERGTREEGSWRTAPRPLEHLHCGLEDEPLSLQEKATSVPWVPAVPQEGNTGDWEMAAALLAAGSQGLVTIKDVSLCFSQEEWRSLDPSQTDFYGEYVMQENCGIVVSLRFPIPKLDMLSQQEGGEDQWAPDPQDVEGRDILKVTYTGDGGEPQGDTPELQVEPPRTLSSVTEDTALWNPGQGPSWESMPRNSTGMLLSPRFLQEDTFSRHLHRTDTDSLLKPHTCPQCGKQFVWGSHLARHQQTHTGERPYSCLKCEKSFGRRHHLIRHQKTH.... Result: 1 (interaction). (6) The miRNA is hsa-miR-625-5p with sequence AGGGGGAAAGUUCUAUAGUCC. The protein sequence of the target gene is MSDVNPPSDTPIPFSSSSTHSSHIPPWTFSCYPGSPCENGVMLYMRNVSHEELQRFKQLLLTELSTGTMPITWDQVETASWAEVVHLLIERFPGRRAWDVTSNIFAIMNCDKMCVVVRREINAILPTLEPEDLNVGETQVNLEEGESGKIRRYKSNVMEKFFPIWDITTWPGNQRDFFYQGVHRHEEYLPCLLLPKRPQGRQPKTVAIQGAPGIGKTILAKKVMFEWARNKFYAHKRWCAFYFHCQEVNQTTDQSFSELIEQKWPGSQDLVSKIMSKPDQLLLLLDGFEELTSTLIDRLE.... Result: 0 (no interaction).